From a dataset of Full USPTO retrosynthesis dataset with 1.9M reactions from patents (1976-2016). Predict the reactants needed to synthesize the given product. (1) Given the product [CH2:19]([O:18][CH2:17][C@H:6]1[C@@H:7]([O:9][Si:10]([C:13]([CH3:15])([CH3:14])[CH3:16])([CH3:12])[CH3:11])[CH2:8][C@H:4]([NH2:1])[CH2:5]1)[C:20]1[CH:25]=[CH:24][CH:23]=[CH:22][CH:21]=1, predict the reactants needed to synthesize it. The reactants are: [N:1]([C@H:4]1[CH2:8][C@H:7]([O:9][Si:10]([C:13]([CH3:16])([CH3:15])[CH3:14])([CH3:12])[CH3:11])[C@H:6]([CH2:17][O:18][CH2:19][C:20]2[CH:25]=[CH:24][CH:23]=[CH:22][CH:21]=2)[CH2:5]1)=[N+]=[N-]. (2) Given the product [Cl:1][C:2]1[C:7]([Cl:8])=[CH:6][C:5]2[NH:9][C:16](=[O:15])[CH2:17][C:18]([C:20]3[CH:25]=[CH:24][CH:23]=[C:22]([C:26]4[C:31]([CH3:32])=[CH:30][N:29]=[C:28]([CH3:33])[CH:27]=4)[CH:21]=3)=[N:10][C:4]=2[CH:3]=1, predict the reactants needed to synthesize it. The reactants are: [Cl:1][C:2]1[C:7]([Cl:8])=[CH:6][C:5]([NH2:9])=[C:4]([NH2:10])[CH:3]=1.C([O:15][C:16](=O)[CH2:17][C:18]([C:20]1[CH:25]=[CH:24][CH:23]=[C:22]([C:26]2[C:31]([CH3:32])=[CH:30][N:29]=[C:28]([CH3:33])[CH:27]=2)[CH:21]=1)=O)(C)(C)C.